Task: Predict which catalyst facilitates the given reaction.. Dataset: Catalyst prediction with 721,799 reactions and 888 catalyst types from USPTO (1) Reactant: [H-].[Na+].[F:3][C:4]1[CH:5]=[C:6]([CH:11]([OH:16])[C:12]([F:15])([F:14])[F:13])[CH:7]=[CH:8][C:9]=1[F:10].[Cl:17][C:18]1[CH:23]=[C:22](Cl)[N:21]=[CH:20][N:19]=1. Product: [Cl:17][C:18]1[CH:23]=[C:22]([O:16][CH:11]([C:6]2[CH:7]=[CH:8][C:9]([F:10])=[C:4]([F:3])[CH:5]=2)[C:12]([F:13])([F:14])[F:15])[N:21]=[CH:20][N:19]=1. The catalyst class is: 1. (2) Reactant: C(Cl)(=O)C(Cl)=O.[Cl:7][C:8]1[N:13]=[CH:12][C:11]([CH2:14][N:15]2[C:19]([CH3:20])=[CH:18][C:17]([C:21]([OH:23])=O)=[CH:16]2)=[CH:10][CH:9]=1.[C:24]([C:28]1[CH:33]=[CH:32][C:31]([C:34](=[N:36]O)[NH2:35])=[CH:30][CH:29]=1)([CH3:27])([CH3:26])[CH3:25].C(N(CC)CC)C. The catalyst class is: 764. Product: [C:24]([C:28]1[CH:33]=[CH:32][C:31]([C:34]2[N:35]=[C:21]([C:17]3[CH:18]=[C:19]([CH3:20])[N:15]([CH2:14][C:11]4[CH:10]=[CH:9][C:8]([Cl:7])=[N:13][CH:12]=4)[CH:16]=3)[O:23][N:36]=2)=[CH:30][CH:29]=1)([CH3:27])([CH3:25])[CH3:26]. (3) Reactant: CC(C)([O-])C.[K+].C1COCC1.[CH3:12][C:13]1([CH3:25])[C:17]([CH3:19])([CH3:18])[O:16][B:15]([C:20]2[CH:21]=[N:22][NH:23][CH:24]=2)[O:14]1.Br[CH2:27][C:28]([O:30][C:31]([CH3:34])([CH3:33])[CH3:32])=[O:29]. Product: [CH3:12][C:13]1([CH3:25])[C:17]([CH3:18])([CH3:19])[O:16][B:15]([C:20]2[CH:24]=[N:23][N:22]([CH2:27][C:28]([O:30][C:31]([CH3:34])([CH3:33])[CH3:32])=[O:29])[CH:21]=2)[O:14]1. The catalyst class is: 42. (4) Reactant: [NH2:1][C:2]1[C:11]2[N:12]=[C:13]([CH2:20][O:21][CH3:22])[N:14]([CH2:15][C:16]([OH:19])([CH3:18])[CH3:17])[C:10]=2[C:9]2[CH:8]=[CH:7][C:6]([CH2:23][CH2:24][C:25]([OH:27])=O)=[CH:5][C:4]=2[N:3]=1.ON1C2C=CC=CC=2N=N1.CN(C)CCCN=C=NCC.[NH:49]1[CH2:54][CH2:53][O:52][CH2:51][CH2:50]1. Product: [NH2:1][C:2]1[C:11]2[N:12]=[C:13]([CH2:20][O:21][CH3:22])[N:14]([CH2:15][C:16]([CH3:18])([OH:19])[CH3:17])[C:10]=2[C:9]2[CH:8]=[CH:7][C:6]([CH2:23][CH2:24][C:25]([N:49]3[CH2:54][CH2:53][O:52][CH2:51][CH2:50]3)=[O:27])=[CH:5][C:4]=2[N:3]=1. The catalyst class is: 17. (5) Reactant: [O:1]=[C:2]1[N:6]([C:7]2[CH:12]=[CH:11][C:10]([N:13]3[CH2:18][CH2:17][O:16][CH2:15][C:14]3=[O:19])=[CH:9][CH:8]=2)[CH2:5][C@H:4]([CH2:20][N:21]2C(=O)C3C(=CC=CC=3)C2=O)[O:3]1.CN.Cl. Product: [NH2:21][CH2:20][C@@H:4]1[O:3][C:2](=[O:1])[N:6]([C:7]2[CH:12]=[CH:11][C:10]([N:13]3[CH2:18][CH2:17][O:16][CH2:15][C:14]3=[O:19])=[CH:9][CH:8]=2)[CH2:5]1. The catalyst class is: 8. (6) The catalyst class is: 119. Reactant: [CH3:1][O:2][C:3]1[C:10]([F:11])=[C:9]([F:12])[C:6]([CH2:7][OH:8])=[C:5]([F:13])[C:4]=1[F:14].[C:15]([C:17]([CH3:27])=[CH:18][C@@H:19]1[C@@H:21]([C:22](O)=[O:23])[C:20]1([CH3:26])[CH3:25])#[N:16]. Product: [C:15]([C:17]([CH3:27])=[CH:18][C@@H:19]1[C@@H:21]([C:22]([O:8][CH2:7][C:6]2[C:5]([F:13])=[C:4]([F:14])[C:3]([O:2][CH3:1])=[C:10]([F:11])[C:9]=2[F:12])=[O:23])[C:20]1([CH3:26])[CH3:25])#[N:16].